Dataset: Full USPTO retrosynthesis dataset with 1.9M reactions from patents (1976-2016). Task: Predict the reactants needed to synthesize the given product. Given the product [Br:8][C:5]1[CH:6]=[CH:7][C:2]2[NH:1][C:16](=[O:15])[CH2:17][N:18]=[C:9]([CH3:10])[C:3]=2[CH:4]=1, predict the reactants needed to synthesize it. The reactants are: [NH2:1][C:2]1[CH:7]=[CH:6][C:5]([Br:8])=[CH:4][C:3]=1[C:9](=O)[CH3:10].Cl.C([O:15][C:16](=O)[CH2:17][NH2:18])C.